From a dataset of Reaction yield outcomes from USPTO patents with 853,638 reactions. Predict the reaction yield, written as a fraction of the theoretical maximum amount of product (1.0 means a 100% yield; for example, 0.34 means a 34% yield). (1) The reactants are [OH:1][C:2]1[CH:3]=[C:4]([CH:13]=[CH:14][C:15]=1[O:16][CH3:17])[CH2:5][S:6]([CH2:9][C:10](O)=O)(=[O:8])=[O:7].[CH3:18][O:19][C:20]1[CH:27]=[C:26]([O:28][CH3:29])[CH:25]=[C:24]([O:30][CH3:31])[C:21]=1C=O.C(O)(=O)C1C=CC=CC=1.N1CCCCC1. The yield is 0.625. The catalyst is C1(C)C=CC=CC=1. The product is [CH3:29][O:28][C:26]1[CH:25]=[C:24]([O:30][CH3:31])[CH:21]=[C:20]([O:19][CH3:18])[C:27]=1/[CH:10]=[CH:9]/[S:6]([CH2:5][C:4]1[CH:13]=[CH:14][C:15]([O:16][CH3:17])=[C:2]([OH:1])[CH:3]=1)(=[O:8])=[O:7]. (2) The reactants are [C:1]([O:7]C)(=O)[CH2:2][C:3]([CH3:5])=O.[CH3:9][C:10]1[C:11]([C:16]2[C:21]([CH3:22])=[CH:20][C:19]([CH3:23])=[CH:18][C:17]=2[CH3:24])=[C:12]([NH2:15])[NH:13][N:14]=1. The catalyst is C(O)(=O)C. The product is [CH3:9][C:10]1[C:11]([C:16]2[C:17]([CH3:24])=[CH:18][C:19]([CH3:23])=[CH:20][C:21]=2[CH3:22])=[C:12]2[NH:15][C:3]([CH3:5])=[CH:2][C:1](=[O:7])[N:13]2[N:14]=1. The yield is 0.655. (3) The reactants are [NH:1]([C:3](=[O:15])[CH2:4][CH2:5][N:6]([CH3:14])[C:7](=[O:13])[O:8][C:9]([CH3:12])([CH3:11])[CH3:10])[NH2:2].[CH2:16]([O:23][N:24]1[C:30](=[O:31])[N:29]2[CH2:32][C@H:25]1[CH2:26][CH2:27][C@H:28]2[C:33](O)=[O:34])[C:17]1[CH:22]=[CH:21][CH:20]=[CH:19][CH:18]=1.CN(C(ON1N=NC2C=CC=NC1=2)=[N+](C)C)C.F[P-](F)(F)(F)(F)F.CCN(C(C)C)C(C)C. The catalyst is CN(C=O)C. The product is [CH2:16]([O:23][N:24]1[C:30](=[O:31])[N:29]2[CH2:32][C@H:25]1[CH2:26][CH2:27][C@H:28]2[C:33]([NH:2][NH:1][C:3](=[O:15])[CH2:4][CH2:5][N:6]([CH3:14])[C:7](=[O:13])[O:8][C:9]([CH3:10])([CH3:11])[CH3:12])=[O:34])[C:17]1[CH:18]=[CH:19][CH:20]=[CH:21][CH:22]=1. The yield is 0.780. (4) The reactants are [CH2:1]([C:6]1[O:7][CH:8]=[CH:9][CH:10]=1)[CH2:2][CH2:3][CH2:4][CH3:5].ClC1C=CC=C(C(OO)=[O:19])C=1.C(=O)([O-])[O-].[Na+].[Na+]. The catalyst is ClCCl. The product is [O:19]=[C:6]([CH2:1][CH2:2][CH2:3][CH2:4][CH3:5])/[CH:10]=[CH:9]/[CH:8]=[O:7]. The yield is 0.730.